Dataset: Peptide-MHC class I binding affinity with 185,985 pairs from IEDB/IMGT. Task: Regression. Given a peptide amino acid sequence and an MHC pseudo amino acid sequence, predict their binding affinity value. This is MHC class I binding data. (1) The peptide sequence is CHIRQIINTW. The MHC is Mamu-B17 with pseudo-sequence Mamu-B17. The binding affinity (normalized) is 0.547. (2) The peptide sequence is RQFPTAFHF. The MHC is Mamu-B3901 with pseudo-sequence Mamu-B3901. The binding affinity (normalized) is 0.562. (3) The peptide sequence is VEKDVWEQW. The MHC is Mamu-A11 with pseudo-sequence Mamu-A11. The binding affinity (normalized) is 1.00. (4) The peptide sequence is PQVLGGLSF. The MHC is HLA-A02:19 with pseudo-sequence HLA-A02:19. The binding affinity (normalized) is 0.0847. (5) The binding affinity (normalized) is 0.0847. The MHC is HLA-B27:05 with pseudo-sequence HLA-B27:05. The peptide sequence is WPALSSIAA. (6) The peptide sequence is IPLQASLPF. The MHC is HLA-A30:01 with pseudo-sequence HLA-A30:01. The binding affinity (normalized) is 0.0457. (7) The binding affinity (normalized) is 0.437. The MHC is HLA-B57:01 with pseudo-sequence HLA-B57:01. The peptide sequence is YTLVVPLVY. (8) The peptide sequence is AYMSEEEQFAL. The MHC is H-2-Kd with pseudo-sequence H-2-Kd. The binding affinity (normalized) is 0.208.